From a dataset of Full USPTO retrosynthesis dataset with 1.9M reactions from patents (1976-2016). Predict the reactants needed to synthesize the given product. (1) Given the product [CH3:10][Si:11]([CH3:26])([CH3:27])[C:12]1[CH:13]=[C:14]2[C:18](=[CH:19][CH:20]=1)[N:17]([CH2:5][C:4]1[CH:7]=[CH:8][CH:9]=[C:2]([F:1])[CH:3]=1)[C:16]([C:21]([O:23][CH2:24][CH3:25])=[O:22])=[CH:15]2, predict the reactants needed to synthesize it. The reactants are: [F:1][C:2]1[CH:3]=[C:4]([CH:7]=[CH:8][CH:9]=1)[CH2:5]Br.[CH3:10][Si:11]([CH3:27])([CH3:26])[C:12]1[CH:13]=[C:14]2[C:18](=[CH:19][CH:20]=1)[NH:17][C:16]([C:21]([O:23][CH2:24][CH3:25])=[O:22])=[CH:15]2.C(=O)([O-])[O-].[K+].[K+]. (2) Given the product [OH:20][C:17]1[CH:18]=[CH:19][C:14]([C:12]2([CH3:13])[C:3](=[O:24])[C:4]3[C:5](=[CH:6][CH:7]=[CH:8][CH:9]=3)[NH:10][C:11]2=[O:23])=[CH:15][C:16]=1[O:21][CH3:22], predict the reactants needed to synthesize it. The reactants are: CO[C:3](=[O:24])[C:4]1[CH:9]=[CH:8][CH:7]=[CH:6][C:5]=1[NH:10][C:11](=[O:23])[CH:12]([C:14]1[CH:19]=[CH:18][C:17]([OH:20])=[C:16]([O:21][CH3:22])[CH:15]=1)[CH3:13].[Li+].C[Si]([N-][Si](C)(C)C)(C)C.CCCCCC. (3) Given the product [ClH:3].[OH:15][C@@H:16]([CH3:19])[CH2:17][NH:11][C:9]([C@@H:8]1[CH2:7][CH2:6][CH2:5][NH:13]1)=[O:21], predict the reactants needed to synthesize it. The reactants are: C(Cl)C[Cl:3].[CH:5]1[CH:6]=[CH:7][C:8]2[N:13](O)N=[N:11][C:9]=2C=1.[OH:15][C@@H:16]([CH3:19])[CH2:17]N.Cl.[O:21]1CCOCC1. (4) Given the product [CH2:11]([N:18]1[C:27]([C:28]([OH:30])=[O:29])=[C:26]([C:31]2[CH:32]=[CH:33][CH:34]=[CH:35][CH:36]=2)[C:25]2[C:20](=[CH:21][CH:22]=[C:23]([O:10][CH2:3][C:4]3[CH:9]=[CH:8][CH:7]=[CH:6][CH:5]=3)[CH:24]=2)[C:19]1=[O:38])[C:12]1[CH:13]=[CH:14][CH:15]=[CH:16][CH:17]=1, predict the reactants needed to synthesize it. The reactants are: [H-].[Na+].[CH2:3]([OH:10])[C:4]1[CH:9]=[CH:8][CH:7]=[CH:6][CH:5]=1.[CH2:11]([N:18]1[C:27]([C:28]([OH:30])=[O:29])=[C:26]([C:31]2[CH:36]=[CH:35][CH:34]=[CH:33][CH:32]=2)[C:25]2[C:20](=[CH:21][CH:22]=[C:23](F)[CH:24]=2)[C:19]1=[O:38])[C:12]1[CH:17]=[CH:16][CH:15]=[CH:14][CH:13]=1.Cl. (5) The reactants are: [C:1]([C:3]1[CH:4]=[C:5]2[C:10](=[CH:11][C:12]=1[F:13])[O:9][CH2:8][CH2:7][CH:6]2[C:14]([OH:16])=[O:15])#[N:2].C(N/C(=N/C(C)C)/O[C:23]([CH3:26])([CH3:25])[CH3:24])(C)C. Given the product [C:1]([C:3]1[CH:4]=[C:5]2[C:10](=[CH:11][C:12]=1[F:13])[O:9][CH2:8][CH2:7][CH:6]2[C:14]([O:16][C:23]([CH3:26])([CH3:25])[CH3:24])=[O:15])#[N:2], predict the reactants needed to synthesize it. (6) Given the product [C:1]1([CH2:7][C:8]([NH:13][C:12]([NH:20][C:21]2[CH:42]=[CH:41][C:24]([O:25][C:26]3[CH:27]=[CH:28][C:29]4[N:30]([CH:32]=[C:33]([NH:35][C:36]([CH:38]5[CH2:39][CH2:40]5)=[O:37])[N:34]=4)[CH:31]=3)=[CH:23][CH:22]=2)=[S:11])=[O:9])[CH:6]=[CH:5][CH:4]=[CH:3][CH:2]=1, predict the reactants needed to synthesize it. The reactants are: [C:1]1([CH2:7][C:8](Cl)=[O:9])[CH:6]=[CH:5][CH:4]=[CH:3][CH:2]=1.[S-:11][C:12]#[N:13].[K+].C(=O)([O-])O.[Na+].[NH2:20][C:21]1[CH:42]=[CH:41][C:24]([O:25][C:26]2[CH:27]=[CH:28][C:29]3[N:30]([CH:32]=[C:33]([NH:35][C:36]([CH:38]4[CH2:40][CH2:39]4)=[O:37])[N:34]=3)[CH:31]=2)=[CH:23][CH:22]=1. (7) The reactants are: Br[C:2]1[N:6]2[CH:7]=[C:8]([C:15]3[CH:19]=[CH:18][O:17][CH:16]=3)[CH:9]=[C:10]([C:11]([F:14])([F:13])[F:12])[C:5]2=[N:4][C:3]=1[C:20]([N:22]1[CH2:27][CH2:26][CH:25]([N:28]2[C:32](=[O:33])[CH2:31][O:30][C:29]2=[O:34])[CH2:24][CH2:23]1)=[O:21].[Cu][C:36]#[N:37]. Given the product [O:34]=[C:29]1[N:28]([CH:25]2[CH2:26][CH2:27][N:22]([C:20]([C:3]3[N:4]=[C:5]4[C:10]([C:11]([F:14])([F:13])[F:12])=[CH:9][C:8]([C:15]5[CH:19]=[CH:18][O:17][CH:16]=5)=[CH:7][N:6]4[C:2]=3[C:36]#[N:37])=[O:21])[CH2:23][CH2:24]2)[C:32](=[O:33])[CH2:31][O:30]1, predict the reactants needed to synthesize it.